Dataset: Full USPTO retrosynthesis dataset with 1.9M reactions from patents (1976-2016). Task: Predict the reactants needed to synthesize the given product. (1) Given the product [CH3:1][C:2]1[CH:11]=[CH:10][C:9]2[CH2:8][CH2:7][CH2:6][CH:5]([NH2:12])[C:4]=2[N:3]=1, predict the reactants needed to synthesize it. The reactants are: [CH3:1][C:2]1[CH:11]=[CH:10][C:9]2[CH2:8][CH2:7][CH2:6][CH:5]([NH:12]C(=O)C)[C:4]=2[N:3]=1.[OH-].[Na+]. (2) Given the product [C:1]([O:5][C:6]([N:7]1[C:8]2[C:9](=[CH:10][C:11]([SH:18])=[C:12]([C:14]([CH3:17])([CH3:16])[CH3:15])[CH:13]=2)[CH:19]=[CH:21]1)=[O:20])([CH3:4])([CH3:3])[CH3:2], predict the reactants needed to synthesize it. The reactants are: [C:1]([O:5][C:6](=[O:20])[NH:7][C:8]1[CH:13]=[C:12]([C:14]([CH3:17])([CH3:16])[CH3:15])[C:11]([SH:18])=[CH:10][C:9]=1[CH3:19])([CH3:4])([CH3:3])[CH3:2].[CH:21]([Li])(CC)C.CN(C=O)C. (3) Given the product [Cl:39][C:36]1[CH:37]=[CH:38][C:33]([C@@:13]23[O:32][C@@:10]([CH:52]([OH:54])[CH3:53])([CH2:11][O:12]2)[C@@H:9]([OH:8])[C@H:15]([OH:16])[C@H:14]3[OH:24])=[CH:34][C:35]=1[CH2:40][C:41]1[CH:46]=[CH:45][C:44]([O:47][C:48]([F:50])([F:49])[F:51])=[CH:43][CH:42]=1, predict the reactants needed to synthesize it. The reactants are: C([O:8][C@H:9]1[C@H:15]([O:16]CC2C=CC=CC=2)[C@@H:14]([O:24]CC2C=CC=CC=2)[C@:13]2([C:33]3[CH:38]=[CH:37][C:36]([Cl:39])=[C:35]([CH2:40][C:41]4[CH:46]=[CH:45][C:44]([O:47][C:48]([F:51])([F:50])[F:49])=[CH:43][CH:42]=4)[CH:34]=3)[O:32][C@@:10]1([CH:52]([OH:54])[CH3:53])[CH2:11][O:12]2)C1C=CC=CC=1.ClC1C=CC=CC=1Cl. (4) Given the product [C:1]([O:5][C:6](=[O:16])[NH:7][CH2:8][CH2:9][CH:10]1[CH2:11][CH2:12][N:13]([C:19]2[CH:24]=[CH:23][N:22]=[CH:21][CH:20]=2)[CH2:14][CH2:15]1)([CH3:4])([CH3:2])[CH3:3], predict the reactants needed to synthesize it. The reactants are: [C:1]([O:5][C:6](=[O:16])[NH:7][CH2:8][CH2:9][CH:10]1[CH2:15][CH2:14][NH:13][CH2:12][CH2:11]1)([CH3:4])([CH3:3])[CH3:2].Cl.Cl[C:19]1[CH:24]=[CH:23][N:22]=[CH:21][CH:20]=1.C(N(CC)CC)C.CCOC(C)=O. (5) Given the product [Br:1][C:2]1[CH:11]=[CH:10][C:9]([O:12][CH:13]2[CH2:18][CH2:17][NH:16][CH2:15][CH2:14]2)=[C:8]2[C:3]=1[CH:4]=[N:5][C:6]([NH:26][C:27]1[CH:32]=[CH:31][C:30]([N:33]3[CH2:38][CH2:37][O:36][CH2:35][CH2:34]3)=[C:29]([Cl:39])[CH:28]=1)=[N:7]2, predict the reactants needed to synthesize it. The reactants are: [Br:1][C:2]1[CH:11]=[CH:10][C:9]([O:12][CH:13]2[CH2:18][CH2:17][N:16](C(OC(C)(C)C)=O)[CH2:15][CH2:14]2)=[C:8]2[C:3]=1[CH:4]=[N:5][C:6]([NH:26][C:27]1[CH:32]=[CH:31][C:30]([N:33]3[CH2:38][CH2:37][O:36][CH2:35][CH2:34]3)=[C:29]([Cl:39])[CH:28]=1)=[N:7]2. (6) The reactants are: [CH2:1]([O:8][C@H:9]1[C@H:14]([O:15][CH2:16][C:17]2[CH:22]=[CH:21][CH:20]=[CH:19][CH:18]=2)[C@@H:13]([O:23][CH2:24][C:25]2[CH:30]=[CH:29][CH:28]=[CH:27][CH:26]=2)[C@H:12](C2C=C(OC)C(Cl)=C(CC3C=CC(OCC)=CC=3)C=2)[O:11][C@@H:10]1[CH2:50][O:51][CH2:52][C:53]1[CH:58]=[CH:57][CH:56]=[CH:55][CH:54]=1)[C:2]1[CH:7]=[CH:6][CH:5]=[CH:4][CH:3]=1.[CH2:59]([O:62][C:63]1[CH:68]=[C:67](Br)[CH:66]=[C:65]([CH2:70][C:71]2[CH:76]=[CH:75][CH:74]=[CH:73][CH:72]=2)[C:64]=1[Cl:77])[CH:60]=[CH2:61]. Given the product [CH2:59]([O:62][C:63]1[CH:68]=[C:67]([C@H:12]2[C@H:13]([O:23][CH2:24][C:25]3[CH:26]=[CH:27][CH:28]=[CH:29][CH:30]=3)[C@@H:14]([O:15][CH2:16][C:17]3[CH:22]=[CH:21][CH:20]=[CH:19][CH:18]=3)[C@H:9]([O:8][CH2:1][C:2]3[CH:3]=[CH:4][CH:5]=[CH:6][CH:7]=3)[C@@H:10]([CH2:50][O:51][CH2:52][C:53]3[CH:54]=[CH:55][CH:56]=[CH:57][CH:58]=3)[O:11]2)[CH:66]=[C:65]([CH2:70][C:71]2[CH:76]=[CH:75][CH:74]=[CH:73][CH:72]=2)[C:64]=1[Cl:77])[CH:60]=[CH2:61], predict the reactants needed to synthesize it.